Dataset: Reaction yield outcomes from USPTO patents with 853,638 reactions. Task: Predict the reaction yield, written as a fraction of the theoretical maximum amount of product (1.0 means a 100% yield; for example, 0.34 means a 34% yield). (1) The reactants are [CH:1]1[C:13]2[CH:12]([CH2:14][O:15][C:16]([NH:18][C@H:19]([C:25]([OH:27])=[O:26])[CH2:20][CH2:21][CH2:22][CH2:23][NH2:24])=[O:17])[C:11]3[C:6](=[CH:7][CH:8]=[CH:9][CH:10]=3)[C:5]=2[CH:4]=[CH:3][CH:2]=1.[CH3:28][O:29][C:30]1[CH:35]=[CH:34][C:33]([S:36](Cl)(=[O:38])=[O:37])=[CH:32][CH:31]=1. No catalyst specified. The product is [CH3:28][O:29][C:30]1[CH:31]=[CH:32][C:33]([S:36]([NH:24][CH2:23][CH2:22][CH2:21][CH2:20][C@@H:19]([C:25]([OH:27])=[O:26])[NH:18][C:16]([O:15][CH2:14][CH:12]2[C:11]3[CH:10]=[CH:9][CH:8]=[CH:7][C:6]=3[C:5]3[C:13]2=[CH:1][CH:2]=[CH:3][CH:4]=3)=[O:17])(=[O:38])=[O:37])=[CH:34][CH:35]=1. The yield is 0.610. (2) The reactants are [Br:1][CH2:2][CH2:3][CH2:4][CH2:5][CH2:6][C:7]1[CH:12]=[CH:11][C:10]([C:13]2[CH:18]=[CH:17][CH:16]=[CH:15][CH:14]=2)=[CH:9][CH:8]=1.C([C:23]1[CH:28]=[CH:27][N:26]=[CH:25][CH:24]=1)CCC. No catalyst specified. The product is [Br-:1].[C:10]1([C:13]2[CH:18]=[CH:17][CH:16]=[CH:15][CH:14]=2)[CH:11]=[CH:12][C:7]([CH2:6][CH2:5][CH2:4][CH2:3][CH2:2][N+:26]2[CH:25]=[CH:24][CH:23]=[C:28]([CH2:2][CH2:3][CH2:4][CH3:5])[CH:27]=2)=[CH:8][CH:9]=1. The yield is 0.720. (3) The reactants are [N:1]1[C:2]2[N:3]([C:14]3[CH:20]=[CH:19][CH:18]=[CH:17][C:15]=3[N:16]=2)[C:4]([C:7]2[CH:13]=[CH:12][C:10]([NH2:11])=[CH:9][CH:8]=2)=[CH:5][CH:6]=1.[C:21](O[C:21]([O:23][C:24]([CH3:27])([CH3:26])[CH3:25])=[O:22])([O:23][C:24]([CH3:27])([CH3:26])[CH3:25])=[O:22]. The catalyst is C(Cl)Cl. The product is [N:1]1[C:2]2[N:3]([C:14]3[CH:20]=[CH:19][CH:18]=[CH:17][C:15]=3[N:16]=2)[C:4]([C:7]2[CH:8]=[CH:9][C:10]([NH:11][C:21](=[O:22])[O:23][C:24]([CH3:27])([CH3:26])[CH3:25])=[CH:12][CH:13]=2)=[CH:5][CH:6]=1. The yield is 0.530. (4) The yield is 0.250. The product is [CH:11]1([C:2]2[CH:8]=[CH:7][C:5]([NH2:6])=[CH:4][C:3]=2[O:9][CH3:10])[CH2:13][CH2:12]1. The reactants are Br[C:2]1[CH:8]=[CH:7][C:5]([NH2:6])=[CH:4][C:3]=1[O:9][CH3:10].[CH:11]1(B(O)O)[CH2:13][CH2:12]1.C1(P(C2CCCCC2)C2CCCCC2)CCCCC1.[O-]P([O-])([O-])=O.[K+].[K+].[K+]. The catalyst is CC([O-])=O.CC([O-])=O.[Pd+2].C1(C)C=CC=CC=1.O.